Dataset: CYP2D6 inhibition data for predicting drug metabolism from PubChem BioAssay. Task: Regression/Classification. Given a drug SMILES string, predict its absorption, distribution, metabolism, or excretion properties. Task type varies by dataset: regression for continuous measurements (e.g., permeability, clearance, half-life) or binary classification for categorical outcomes (e.g., BBB penetration, CYP inhibition). Dataset: cyp2d6_veith. The drug is Cc1cc2c(SCc3ccccc3Cl)nc(N)nc2nc1C. The result is 0 (non-inhibitor).